From a dataset of Reaction yield outcomes from USPTO patents with 853,638 reactions. Predict the reaction yield, written as a fraction of the theoretical maximum amount of product (1.0 means a 100% yield; for example, 0.34 means a 34% yield). (1) The reactants are [CH2:1]([N:8]([CH2:20][C:21]1[CH:26]=[CH:25][CH:24]=[CH:23][CH:22]=1)[CH:9]1[CH2:13][CH:12]([C:14]([O:16]CC)=[O:15])[CH:11]([CH3:19])[CH2:10]1)[C:2]1[CH:7]=[CH:6][CH:5]=[CH:4][CH:3]=1.O1CCOCC1. The catalyst is Cl. The product is [CH2:20]([N:8]([CH2:1][C:2]1[CH:7]=[CH:6][CH:5]=[CH:4][CH:3]=1)[CH:9]1[CH2:13][CH:12]([C:14]([OH:16])=[O:15])[CH:11]([CH3:19])[CH2:10]1)[C:21]1[CH:22]=[CH:23][CH:24]=[CH:25][CH:26]=1. The yield is 0.980. (2) The reactants are C[N:2]1CCOCC1.ClC(OCC(C)C)=O.[C:16]([O:20][C:21]([N:23]1[CH2:27][CH2:26][CH2:25][C@@H:24]1[C:28]([OH:30])=O)=[O:22])([CH3:19])([CH3:18])[CH3:17].[OH-].[NH4+]. The catalyst is C1COCC1. The product is [C:16]([O:20][C:21]([N:23]1[CH2:27][CH2:26][CH2:25][C@@H:24]1[C:28](=[O:30])[NH2:2])=[O:22])([CH3:19])([CH3:18])[CH3:17]. The yield is 0.540. (3) The reactants are S(=O)(=O)(O)O.[CH2:6]([CH:8]([CH2:11][CH3:12])[CH:9]=O)[CH3:7].[Br:13][C:14]1[C:15]([O:22][CH3:23])=[C:16]([NH:20]N)[CH:17]=[CH:18][CH:19]=1.[BH4-].[Na+]. The catalyst is C(O)C. The product is [Br:13][C:14]1[C:15]([O:22][CH3:23])=[C:16]2[C:17]([C:8]([CH2:11][CH3:12])([CH2:6][CH3:7])[CH2:9][NH:20]2)=[CH:18][CH:19]=1. The yield is 0.360.